Task: Predict the product of the given reaction.. Dataset: Forward reaction prediction with 1.9M reactions from USPTO patents (1976-2016) Given the reactants [CH3:1][O:2][C:3]1[CH:4]=[C:5]2[C:10](=[CH:11][C:12]=1[O:13][CH3:14])[N:9]=[CH:8][N:7]=[C:6]2[O:15][C:16]1[CH:17]=[C:18]2[C:23](=[CH:24][CH:25]=1)[C:22]([C:26]([OH:28])=O)=[CH:21][CH:20]=[CH:19]2.[F:29][C:30]1[CH:35]=[CH:34][C:33]([NH2:36])=[C:32]([NH2:37])[CH:31]=1, predict the reaction product. The product is: [NH2:37][C:32]1[CH:31]=[C:30]([F:29])[CH:35]=[CH:34][C:33]=1[NH:36][C:26]([C:22]1[C:23]2[C:24](=[CH:25][C:16]([O:15][C:6]3[C:5]4[C:10](=[CH:11][C:12]([O:13][CH3:14])=[C:3]([O:2][CH3:1])[CH:4]=4)[N:9]=[CH:8][N:7]=3)=[CH:17][CH:18]=2)[CH:19]=[CH:20][CH:21]=1)=[O:28].